This data is from Forward reaction prediction with 1.9M reactions from USPTO patents (1976-2016). The task is: Predict the product of the given reaction. Given the reactants [C:1]([C:3]1[CH:4]=[C:5]2[C:10](=[CH:11][CH:12]=1)[CH:9]([CH2:13][NH:14][CH2:15][CH2:16][NH:17][C:18](=[O:24])[O:19][C:20]([CH3:23])([CH3:22])[CH3:21])[CH2:8][CH2:7][CH2:6]2)#[N:2].[Cl:25][CH2:26][C:27](Cl)=[O:28], predict the reaction product. The product is: [Cl:25][CH2:26][C:27]([N:14]([CH2:13][CH:9]1[C:10]2[C:5](=[CH:4][C:3]([C:1]#[N:2])=[CH:12][CH:11]=2)[CH2:6][CH2:7][CH2:8]1)[CH2:15][CH2:16][NH:17][C:18](=[O:24])[O:19][C:20]([CH3:21])([CH3:23])[CH3:22])=[O:28].